Predict the product of the given reaction. From a dataset of Forward reaction prediction with 1.9M reactions from USPTO patents (1976-2016). (1) Given the reactants [Cl:1][C:2]1[CH:3]=[C:4]([OH:9])[CH:5]=[C:6]([Cl:8])[CH:7]=1.C(=O)([O-])[O-].[K+].[K+].CN1CCCC1=O.[Cl:23][C:24]1[C:29](F)=[C:28]([C:31]([F:34])([F:33])[F:32])[CH:27]=[CH:26][N:25]=1, predict the reaction product. The product is: [Cl:23][C:24]1[C:29]([O:9][C:4]2[CH:3]=[C:2]([Cl:1])[CH:7]=[C:6]([Cl:8])[CH:5]=2)=[C:28]([C:31]([F:32])([F:33])[F:34])[CH:27]=[CH:26][N:25]=1. (2) Given the reactants Cl[C:2]1[N:3]([CH2:10][C:11]2[CH:18]=[CH:17][CH:16]=[CH:15][C:12]=2[C:13]#[N:14])[C:4](=[O:9])[C:5]([Cl:8])=[CH:6][N:7]=1.[CH3:19][C@@:20]1([NH2:26])[CH2:25][CH2:24][CH2:23][NH:22][CH2:21]1, predict the reaction product. The product is: [NH2:26][C@:20]1([CH3:19])[CH2:25][CH2:24][CH2:23][N:22]([C:2]2[N:3]([CH2:10][C:11]3[CH:18]=[CH:17][CH:16]=[CH:15][C:12]=3[C:13]#[N:14])[C:4](=[O:9])[C:5]([Cl:8])=[CH:6][N:7]=2)[CH2:21]1. (3) The product is: [Br:22][C:23]1[CH:31]=[CH:30][C:29]2[C:25](=[C:26]3[NH:32][C:6]([CH:8]4[CH2:9][CH2:10][N:11]([C:14]([O:16][C:17]([CH3:18])([CH3:19])[CH3:20])=[O:15])[CH2:12][CH2:13]4)=[CH:5][C:4](=[O:21])[N:27]3[N:28]=2)[CH:24]=1. Given the reactants C(O[C:4](=[O:21])[CH2:5][C:6]([CH:8]1[CH2:13][CH2:12][N:11]([C:14]([O:16][C:17]([CH3:20])([CH3:19])[CH3:18])=[O:15])[CH2:10][CH2:9]1)=O)C.[Br:22][C:23]1[CH:24]=[C:25]2[C:29](=[CH:30][CH:31]=1)[NH:28][N:27]=[C:26]2[NH2:32].P([O-])([O-])([O-])=O.[K+].[K+].[K+], predict the reaction product.